Dataset: Reaction yield outcomes from USPTO patents with 853,638 reactions. Task: Predict the reaction yield, written as a fraction of the theoretical maximum amount of product (1.0 means a 100% yield; for example, 0.34 means a 34% yield). (1) The reactants are [OH:1][C@H:2]1[CH2:6][N:5]([C:7](=[O:15])[CH2:8][C:9]2[O:13][N:12]=[C:11]([CH3:14])[CH:10]=2)[C@H:4]([C:16]([OH:18])=O)[CH2:3]1.Cl.[NH2:20][CH2:21][C:22]1[CH:27]=[CH:26][C:25]([C:28]2[CH:29]=[CH:30][C:31]3[O:35][C:34](=[O:36])[NH:33][C:32]=3[CH:37]=2)=[CH:24][CH:23]=1.CCN(C(C)C)C(C)C.CN(C(ON1N=NC2C=CC=NC1=2)=[N+](C)C)C.F[P-](F)(F)(F)(F)F. The catalyst is CN(C=O)C. The product is [OH:1][C@H:2]1[CH2:6][N:5]([C:7](=[O:15])[CH2:8][C:9]2[O:13][N:12]=[C:11]([CH3:14])[CH:10]=2)[C@H:4]([C:16]([NH:20][CH2:21][C:22]2[CH:23]=[CH:24][C:25]([C:28]3[CH:29]=[CH:30][C:31]4[O:35][C:34](=[O:36])[NH:33][C:32]=4[CH:37]=3)=[CH:26][CH:27]=2)=[O:18])[CH2:3]1. The yield is 0.570. (2) The reactants are [O:1]=[C:2]([NH:13][S:14]([C:17]1[CH:22]=[CH:21][CH:20]=[CH:19][CH:18]=1)(=[O:16])=[O:15])[CH2:3][CH2:4][NH:5]C(=O)OC(C)(C)C.C(O)(C(F)(F)F)=O. The catalyst is ClCCl. The product is [NH2:5][CH2:4][CH2:3][C:2]([NH:13][S:14]([C:17]1[CH:22]=[CH:21][CH:20]=[CH:19][CH:18]=1)(=[O:16])=[O:15])=[O:1]. The yield is 0.400.